Dataset: Reaction yield outcomes from USPTO patents with 853,638 reactions. Task: Predict the reaction yield, written as a fraction of the theoretical maximum amount of product (1.0 means a 100% yield; for example, 0.34 means a 34% yield). (1) The yield is 0.300. No catalyst specified. The reactants are [NH:1]1[C:5]2[CH:6]=[CH:7][C:8]([C:10]([OH:12])=O)=[CH:9][C:4]=2[N:3]=[CH:2]1.[NH:13]1[CH2:18][CH2:17][CH2:16][C@@H:15]2[C:19]3[CH:20]=[CH:21][C:22]([NH2:26])=[CH:23][C:24]=3[CH2:25][C@H:14]12. The product is [NH2:26][C:22]1[CH:21]=[CH:20][C:19]2[C@@H:15]3[C@@H:14]([N:13]([C:10]([C:8]4[CH:7]=[CH:6][C:5]5[NH:1][CH:2]=[N:3][C:4]=5[CH:9]=4)=[O:12])[CH2:18][CH2:17][CH2:16]3)[CH2:25][C:24]=2[CH:23]=1. (2) The reactants are [NH2:1][C:2]1[CH:7]=[CH:6][C:5]([C:8]2[N:12]=[C:11]([C:13]([NH:15][CH:16]([CH:21]([CH3:23])[CH3:22])[C:17]([O:19][CH3:20])=[O:18])=[O:14])[O:10][N:9]=2)=[CH:4][CH:3]=1.[F:24][C:25]1[CH:30]=[C:29]([F:31])[CH:28]=[CH:27][C:26]=1[N:32]=[C:33]=[O:34].C1COCC1. The catalyst is C(OCC)(=O)C. The product is [F:24][C:25]1[CH:30]=[C:29]([F:31])[CH:28]=[CH:27][C:26]=1[NH:32][C:33](=[O:34])[NH:1][C:2]1[CH:7]=[CH:6][C:5]([C:8]2[N:12]=[C:11]([C:13]([NH:15][CH:16]([CH:21]([CH3:23])[CH3:22])[C:17]([O:19][CH3:20])=[O:18])=[O:14])[O:10][N:9]=2)=[CH:4][CH:3]=1. The yield is 0.987. (3) The reactants are Br[C:2]1[CH:14]=[CH:13][C:12]2[N:11]([C:15]3[CH:16]=[CH:17][C:18]4[N:19]([C:28]5[CH:33]=[CH:32][CH:31]=[CH:30][CH:29]=5)[C:20]5[C:25]([C:26]=4[CH:27]=3)=[CH:24][CH:23]=[CH:22][CH:21]=5)[C:10]3[CH:9]=[C:8]4[C:34]5[C:39]([C:40]6[CH:41]=[CH:42][CH:43]=[CH:44][C:45]=6[C:7]4=[CH:6][C:5]=3[C:4]=2[CH:3]=1)=[CH:38][CH:37]=[CH:36][CH:35]=5.[N:46]1[C:59]2[C:50](=[CH:51][CH:52]=[C:53]3[C:58]=2[N:57]=[CH:56][CH:55]=[CH:54]3)[CH:49]=[CH:48][C:47]=1B(O)O.CCO. The catalyst is C1(C)C=CC=CC=1. The product is [N:46]1[C:59]2[C:50](=[CH:51][CH:52]=[C:53]3[C:58]=2[N:57]=[CH:56][CH:55]=[CH:54]3)[CH:49]=[CH:48][C:47]=1[C:2]1[CH:14]=[CH:13][C:12]2[N:11]([C:15]3[CH:16]=[CH:17][C:18]4[N:19]([C:28]5[CH:33]=[CH:32][CH:31]=[CH:30][CH:29]=5)[C:20]5[C:25]([C:26]=4[CH:27]=3)=[CH:24][CH:23]=[CH:22][CH:21]=5)[C:10]3[CH:9]=[C:8]4[C:34]5[C:39]([C:40]6[CH:41]=[CH:42][CH:43]=[CH:44][C:45]=6[C:7]4=[CH:6][C:5]=3[C:4]=2[CH:3]=1)=[CH:38][CH:37]=[CH:36][CH:35]=5. The yield is 0.710. (4) The catalyst is C(O)C.[OH-].[NH4+].[Ni]. The yield is 0.700. The product is [NH2:2][CH2:1][C:3]([CH3:10])([CH3:9])[C:4]([O:6][CH2:7][CH3:8])=[O:5]. The reactants are [C:1]([C:3]([CH3:10])([CH3:9])[C:4]([O:6][CH2:7][CH3:8])=[O:5])#[N:2].